From a dataset of Catalyst prediction with 721,799 reactions and 888 catalyst types from USPTO. Predict which catalyst facilitates the given reaction. (1) Reactant: [CH2:1]([O:8][C:9]1[CH:14]=[C:13]([Cl:15])[C:12]([CH2:16]O)=[C:11]([Cl:18])[CH:10]=1)[C:2]1[CH:7]=[CH:6][CH:5]=[CH:4][CH:3]=1.P(Br)(Br)[Br:20]. Product: [CH2:1]([O:8][C:9]1[CH:14]=[C:13]([Cl:15])[C:12]([CH2:16][Br:20])=[C:11]([Cl:18])[CH:10]=1)[C:2]1[CH:7]=[CH:6][CH:5]=[CH:4][CH:3]=1. The catalyst class is: 1. (2) Reactant: [CH:1]1[CH:2]=[CH:3][C:4]([C@@H:7]2[N:16]([C:17]([O:19][C@@H:20]3[CH:25]4[CH2:26][CH2:27][N:22]([CH2:23][CH2:24]4)[CH2:21]3)=[O:18])[CH2:15][CH2:14][C:13]3[CH:12]=[CH:11][CH:10]=[CH:9][C:8]2=3)=[CH:5][CH:6]=1.CCC(C)=O.[C:33]([OH:40])(=[O:39])[CH2:34][CH2:35][C:36]([OH:38])=[O:37]. Product: [CH:1]1[CH:6]=[CH:5][C:4]([C@@H:7]2[N:16]([C:17]([O:19][C@@H:20]3[CH:25]4[CH2:24][CH2:23][N:22]([CH2:27][CH2:26]4)[CH2:21]3)=[O:18])[CH2:15][CH2:14][C:13]3[CH:12]=[CH:11][CH:10]=[CH:9][C:8]2=3)=[CH:3][CH:2]=1.[CH2:34]([C:33]([OH:40])=[O:39])[CH2:35][C:36]([OH:38])=[O:37]. The catalyst class is: 14. (3) Reactant: [CH3:1][N:2]([C:9]1[CH:14]=[CH:13][C:12]([C@@H:15]2[O:20][CH2:19][CH2:18][NH:17][CH2:16]2)=[CH:11][CH:10]=1)[C:3]1[CH:8]=[CH:7][CH:6]=[CH:5][N:4]=1.Cl[C:22]1[N:23]([CH3:35])[C:24](=[O:34])[CH:25]=[C:26]([C:28]2[CH:33]=[CH:32][N:31]=[CH:30][CH:29]=2)[N:27]=1.C(N(CC)CC)C. Product: [CH3:35][N:23]1[C:24](=[O:34])[CH:25]=[C:26]([C:28]2[CH:33]=[CH:32][N:31]=[CH:30][CH:29]=2)[N:27]=[C:22]1[N:17]1[CH2:18][CH2:19][O:20][C@@H:15]([C:12]2[CH:11]=[CH:10][C:9]([N:2]([CH3:1])[C:3]3[CH:8]=[CH:7][CH:6]=[CH:5][N:4]=3)=[CH:14][CH:13]=2)[CH2:16]1. The catalyst class is: 7.